This data is from Full USPTO retrosynthesis dataset with 1.9M reactions from patents (1976-2016). The task is: Predict the reactants needed to synthesize the given product. Given the product [F:5][CH:3]([F:4])[C:2]1[C:26]([C:27]([OH:29])=[O:28])=[CH:25][N:20]([CH3:21])[N:7]=1.[F:4][CH:3]([F:5])[C:2]1[N:7]([CH3:9])[N:20]=[CH:25][C:26]=1[C:27]([OH:29])=[O:28], predict the reactants needed to synthesize it. The reactants are: F[C:2]([N:7]([CH3:9])C)(F)[CH:3]([F:5])[F:4].B(F)(F)F.N1C=CC=CC=1.[N:20]1([CH:25]=[CH:26][C:27]([O:29]CC)=[O:28])CCC[CH2:21]1.[OH-].[Na+].CNN.